This data is from Full USPTO retrosynthesis dataset with 1.9M reactions from patents (1976-2016). The task is: Predict the reactants needed to synthesize the given product. (1) Given the product [C:23]([O:22][CH:17]([C:5]1[N:4]([CH3:27])[N:3]=[C:2]([C:71]2[CH:75]=[C:74]([CH2:76][CH2:77][CH3:78])[S:73][CH:72]=2)[C:6]=1[C:7]1[CH:8]=[CH:9][C:10]2[O:15][CH2:14][CH2:13][CH2:12][C:11]=2[CH:16]=1)[C:18]([OH:20])=[O:19])([CH3:24])([CH3:26])[CH3:25], predict the reactants needed to synthesize it. The reactants are: Br[C:2]1[C:6]([C:7]2[CH:8]=[CH:9][C:10]3[O:15][CH2:14][CH2:13][CH2:12][C:11]=3[CH:16]=2)=[C:5]([CH:17]([O:22][C:23]([CH3:26])([CH3:25])[CH3:24])[C:18]([O:20]C)=[O:19])[N:4]([CH3:27])[N:3]=1.C1(P(C2CCCCC2)C2C=CC=CC=2C2C(OC)=CC=CC=2OC)CCCCC1.C(=O)([O-])[O-].[K+].[K+].CC1(C)C(C)(C)OB([C:71]2[CH:75]=[C:74]([CH2:76][CH2:77][CH3:78])[S:73][CH:72]=2)O1.[OH-].[Li+]. (2) Given the product [CH3:1][C:2]1[N:24]=[C:5]2[N:6]=[C:7]([C:16]3[CH:23]=[CH:22][C:19]([CH2:20][N:26]4[CH2:31][CH2:30][CH:29]([C:32]5[NH:36][C:35]6[CH:37]=[C:38]([C:41]([F:44])([F:43])[F:42])[CH:39]=[CH:40][C:34]=6[N:33]=5)[CH2:28][CH2:27]4)=[CH:18][CH:17]=3)[C:8]([C:10]3[CH:15]=[CH:14][CH:13]=[CH:12][CH:11]=3)=[CH:9][N:4]2[N:3]=1, predict the reactants needed to synthesize it. The reactants are: [CH3:1][C:2]1[N:24]=[C:5]2[N:6]=[C:7]([C:16]3[CH:23]=[CH:22][C:19]([CH:20]=O)=[CH:18][CH:17]=3)[C:8]([C:10]3[CH:15]=[CH:14][CH:13]=[CH:12][CH:11]=3)=[CH:9][N:4]2[N:3]=1.Cl.[NH:26]1[CH2:31][CH2:30][CH:29]([C:32]2[NH:36][C:35]3[CH:37]=[C:38]([C:41]([F:44])([F:43])[F:42])[CH:39]=[CH:40][C:34]=3[N:33]=2)[CH2:28][CH2:27]1.[BH-](OC(C)=O)(OC(C)=O)OC(C)=O.[Na+]. (3) Given the product [Cl:1][C:2]1[CH:3]=[C:4]([N:10]2[C:14]([CH3:15])=[C:13]([CH2:16][C:17]3[CH:18]=[CH:19][C:20]([C:23]([NH2:29])=[O:25])=[N:21][CH:22]=3)[C:12]([CH3:26])=[N:11]2)[CH:5]=[CH:6][C:7]=1[C:8]#[N:9], predict the reactants needed to synthesize it. The reactants are: [Cl:1][C:2]1[CH:3]=[C:4]([N:10]2[C:14]([CH3:15])=[C:13]([CH2:16][C:17]3[CH:18]=[CH:19][C:20]([C:23]([OH:25])=O)=[N:21][CH:22]=3)[C:12]([CH3:26])=[N:11]2)[CH:5]=[CH:6][C:7]=1[C:8]#[N:9].Cl.C[N:29](C)CCCN=C=NCC.[NH4+].ON1C2C=CC=CC=2N=N1.S([O-])(O)(=O)=O.[Na+]. (4) The reactants are: [CH3:1][C@@H:2]([CH2:7][C:8](OC)=O)[C:3](OC)=O.[NH2:12][C@@H:13]([CH3:16])[CH2:14][OH:15]. Given the product [CH3:1][C@H:2]1[CH2:7][CH2:8][N:12]([C@@H:13]([CH3:16])[CH2:14][OH:15])[CH2:3]1, predict the reactants needed to synthesize it. (5) Given the product [O:25]1[CH2:30][CH2:29][CH2:28][CH2:27][CH:26]1[N:31]1[C:39]2[C:34](=[CH:35][C:36]([C:40]3[N:44]=[CH:43][N:42]([C:45]([C:46]4[CH:47]=[CH:48][CH:49]=[CH:50][CH:51]=4)([C:58]4[CH:63]=[CH:62][CH:61]=[CH:60][CH:59]=4)[C:52]4[CH:57]=[CH:56][CH:55]=[CH:54][CH:53]=4)[N:41]=3)=[CH:37][CH:38]=2)[C:33]([C:64]2[CH:65]=[C:66]([NH:70][C:9](=[O:11])[CH:8]([O:1][C:2]3[CH:3]=[CH:4][CH:5]=[CH:6][CH:7]=3)[CH3:12])[CH:67]=[CH:68][CH:69]=2)=[N:32]1, predict the reactants needed to synthesize it. The reactants are: [O:1]([CH:8]([CH3:12])[C:9]([OH:11])=O)[C:2]1[CH:7]=[CH:6][CH:5]=[CH:4][CH:3]=1.Cl.CN(C)CCCN=C=NCC.[O:25]1[CH2:30][CH2:29][CH2:28][CH2:27][CH:26]1[N:31]1[C:39]2[C:34](=[CH:35][C:36]([C:40]3[N:44]=[CH:43][N:42]([C:45]([C:58]4[CH:63]=[CH:62][CH:61]=[CH:60][CH:59]=4)([C:52]4[CH:57]=[CH:56][CH:55]=[CH:54][CH:53]=4)[C:46]4[CH:51]=[CH:50][CH:49]=[CH:48][CH:47]=4)[N:41]=3)=[CH:37][CH:38]=2)[C:33]([C:64]2[CH:65]=[C:66]([NH2:70])[CH:67]=[CH:68][CH:69]=2)=[N:32]1. (6) Given the product [F:22][C:16]1[CH:17]=[CH:18][CH:19]=[C:20]([F:21])[C:15]=1[N:10]1[C:4]2[N:5]=[C:6]([S:8][CH3:9])[N:7]=[C:2]([C:28]3[CH:27]=[C:26]([CH:31]=[CH:30][C:29]=3[CH3:32])[C:25]([N:24]([CH3:43])[CH3:23])=[O:42])[C:3]=2[CH2:13][NH:12][C:11]1=[O:14], predict the reactants needed to synthesize it. The reactants are: Cl[C:2]1[N:7]=[C:6]([S:8][CH3:9])[N:5]=[C:4]2[N:10]([C:15]3[C:20]([F:21])=[CH:19][CH:18]=[CH:17][C:16]=3[F:22])[C:11](=[O:14])[NH:12][CH2:13][C:3]=12.[CH3:23][N:24]([CH3:43])[C:25](=[O:42])[C:26]1[CH:31]=[CH:30][C:29]([CH3:32])=[C:28](B2OC(C)(C)C(C)(C)O2)[CH:27]=1.C([O-])([O-])=O.[K+].[K+]. (7) Given the product [CH3:28][N:27]([CH3:29])[C:24]1[CH:23]=[CH:22][C:21]([C:19]([C:17]2[CH:18]=[C:13]3[C:12]([C:30]4[CH:31]=[N:32][N:33]([CH3:35])[CH:34]=4)=[CH:11][NH:10][C:14]3=[N:15][CH:16]=2)=[O:20])=[CH:26][CH:25]=1, predict the reactants needed to synthesize it. The reactants are: C1(S([N:10]2[C:14]3=[N:15][CH:16]=[C:17]([C:19]([C:21]4[CH:26]=[CH:25][C:24]([N:27]([CH3:29])[CH3:28])=[CH:23][CH:22]=4)=[O:20])[CH:18]=[C:13]3[C:12]([C:30]3[CH:31]=[N:32][N:33]([CH3:35])[CH:34]=3)=[CH:11]2)(=O)=O)C=CC=CC=1.[OH-].[Na+]. (8) Given the product [CH2:15]([N:3]([CH2:1][CH3:2])[S:4]([C:7]1[CH:12]=[CH:11][C:10]2[N:9]([C:22](=[O:23])[NH:14][N:13]=2)[CH:8]=1)(=[O:6])=[O:5])[CH3:16], predict the reactants needed to synthesize it. The reactants are: [CH2:1]([N:3]([CH2:15][CH3:16])[S:4]([C:7]1[CH:8]=[N:9][C:10]([NH:13][NH2:14])=[CH:11][CH:12]=1)(=[O:6])=[O:5])[CH3:2].C1N=CN([C:22](N2C=NC=C2)=[O:23])C=1. (9) Given the product [CH2:1]([N:3]1[CH:11]=[C:10]2[C:5]([CH:6]=[CH:7][C:8]([CH2:12][N:37]3[C:33](=[O:43])[C:34]4[C:35](=[CH:39][CH:40]=[CH:41][CH:42]=4)[C:36]3=[O:38])=[CH:9]2)=[N:4]1)[CH3:2], predict the reactants needed to synthesize it. The reactants are: [CH2:1]([N:3]1[CH:11]=[C:10]2[C:5]([CH:6]=[CH:7][C:8]([CH2:12]O)=[CH:9]2)=[N:4]1)[CH3:2].C1(P(C2C=CC=CC=2)C2C=CC=CC=2)C=CC=CC=1.[C:33]1(=[O:43])[NH:37][C:36](=[O:38])[C:35]2=[CH:39][CH:40]=[CH:41][CH:42]=[C:34]12.CCOC(/N=N/C(OCC)=O)=O.C1(C)C=CC=CC=1. (10) Given the product [CH3:1][O:2][C:3]1[CH:22]=[CH:21][C:6]([O:7][C:8]2[C:16]([CH3:17])=[CH:15][C:14]([N+:18]([O-:20])=[O:19])=[C:13]3[C:9]=2[CH2:10][CH2:11][CH2:12]3)=[CH:5][C:4]=1[C:23](=[O:25])[CH3:24], predict the reactants needed to synthesize it. The reactants are: [CH3:1][O:2][C:3]1[CH:22]=[CH:21][C:6]([O:7][C:8]2[C:16]([CH3:17])=[CH:15][C:14]([N+:18]([O-:20])=[O:19])=[C:13]3[C:9]=2[CH2:10][CH2:11][CH2:12]3)=[CH:5][CH:4]=1.[C:23](O)(=[O:25])[CH3:24].